This data is from Forward reaction prediction with 1.9M reactions from USPTO patents (1976-2016). The task is: Predict the product of the given reaction. (1) Given the reactants [CH3:1][N:2]([CH3:17])[C:3]1[CH:8]=[CH:7][C:6]([CH:9]([OH:14])[CH2:10][CH2:11][CH:12]=[CH2:13])=[C:5](C=C)[CH:4]=1, predict the reaction product. The product is: [CH3:17][N:2]([CH3:1])[C:3]1[CH:4]=[CH:5][C:6]2[CH:9]([OH:14])[CH2:10][CH2:11][CH:12]=[CH:13][C:7]=2[CH:8]=1. (2) Given the reactants [Cl:1][C:2]1[CH:7]=[CH:6][C:5]([C:8]2[CH:13]=[CH:12][C:11]([NH2:14])=[C:10]([F:15])[CH:9]=2)=[CH:4][CH:3]=1.[C:16](O)(=[O:19])[C:17]#[CH:18], predict the reaction product. The product is: [Cl:1][C:2]1[CH:3]=[CH:4][C:5]([C:8]2[CH:13]=[CH:12][C:11]([NH:14][C:16](=[O:19])[C:17]#[CH:18])=[C:10]([F:15])[CH:9]=2)=[CH:6][CH:7]=1. (3) The product is: [CH2:1]([O:3][C:4](=[O:22])[CH:5]([N:7]1[C:12]2[CH:13]=[C:14]([NH2:18])[C:15]([F:17])=[CH:16][C:11]=2[O:10][CH2:9][C:8]1=[S:21])[CH3:6])[CH3:2]. Given the reactants [CH2:1]([O:3][C:4](=[O:22])[CH:5]([N:7]1[C:12]2[CH:13]=[C:14]([N+:18]([O-])=O)[C:15]([F:17])=[CH:16][C:11]=2[O:10][CH2:9][C:8]1=[S:21])[CH3:6])[CH3:2].[Cl-].[NH4+], predict the reaction product. (4) Given the reactants [CH:1]1([CH:4]([C:6]2[C:14]3[C:9](=[N:10][CH:11]=[CH:12][CH:13]=3)[NH:8][N:7]=2)[OH:5])[CH2:3][CH2:2]1.CC(OI1(OC(C)=O)(OC(C)=O)OC(=O)C2C=CC=CC1=2)=O.S([O-])([O-])(=O)=S.[Na+].[Na+], predict the reaction product. The product is: [CH:1]1([C:4]([C:6]2[C:14]3[C:9](=[N:10][CH:11]=[CH:12][CH:13]=3)[NH:8][N:7]=2)=[O:5])[CH2:2][CH2:3]1. (5) Given the reactants [CH2:1]([SH:3])[CH3:2].[Cl:4][C:5]1[CH:10]=[CH:9][C:8](I)=[CH:7][N:6]=1.CC1(C)C2C(=C(P(C3C=CC=CC=3)C3C=CC=CC=3)C=CC=2)OC2C(P(C3C=CC=CC=3)C3C=CC=CC=3)=CC=CC1=2.CC(C)([O-])C.[Na+], predict the reaction product. The product is: [Cl:4][C:5]1[CH:10]=[CH:9][C:8]([S:3][CH2:1][CH3:2])=[CH:7][N:6]=1. (6) The product is: [ClH:1].[ClH:28].[Cl:1][C:2]1[CH:27]=[CH:26][C:5]2[NH:6][C:7]3[S:8][C:9]([CH3:25])=[CH:10][C:11]=3[C:12]([N:14]3[CH2:19][CH2:18][N:17]([CH3:20])[C@@H:16]([CH2:21][CH2:22][O:23][CH3:24])[CH2:15]3)=[N:13][C:4]=2[CH:3]=1. Given the reactants [Cl:1][C:2]1[CH:27]=[CH:26][C:5]2[NH:6][C:7]3[S:8][C:9]([CH3:25])=[CH:10][C:11]=3[C:12]([N:14]3[CH2:19][CH2:18][N:17]([CH3:20])[C@@H:16]([CH2:21][CH2:22][O:23][CH3:24])[CH2:15]3)=[N:13][C:4]=2[CH:3]=1.[ClH:28], predict the reaction product. (7) Given the reactants [C:1]([C:4]1[CH:9]=[CH:8][C:7]([CH2:10][CH2:11][NH:12][C:13](=[O:15])[CH3:14])=[CH:6][CH:5]=1)(=[O:3])[CH3:2].CO.[Br-:18].[Br-].[Br-].C([N+](CCCC)(CCCC)CCCC)CCC.C([N+](CCCC)(CCCC)CCCC)CCC.C([N+](CCCC)(CCCC)CCCC)CCC, predict the reaction product. The product is: [Br:18][CH2:2][C:1]([C:4]1[CH:9]=[CH:8][C:7]([CH2:10][CH2:11][NH:12][C:13](=[O:15])[CH3:14])=[CH:6][CH:5]=1)=[O:3]. (8) Given the reactants [CH3:1][C:2]1[C:11]2[N:10]=[C:9]([CH2:12][C:13](=O)[CH3:14])O[C:7](=O)[C:6]=2[CH:5]=[CH:4][CH:3]=1.[CH2:17]([O:19][C:20]1[N:25]=[C:24]([NH:26][NH2:27])[CH:23]=[CH:22][CH:21]=1)[CH3:18].[Cl:28]C1C=CC=C(OCC)N=1, predict the reaction product. The product is: [Cl:28][C:1]1[C:2]2[C:11](=[C:6]([CH3:7])[CH:5]=[CH:4][CH:3]=2)[N:10]=[C:9]2[N:26]([C:24]3[CH:23]=[CH:22][CH:21]=[C:20]([O:19][CH2:17][CH3:18])[N:25]=3)[N:27]=[C:13]([CH3:14])[C:12]=12. (9) Given the reactants [C:1]([NH:5][C:6]1[CH:14]=[C:13]([F:15])[C:12]([F:16])=[CH:11][C:7]=1[C:8]([OH:10])=O)([CH3:4])([CH3:3])[CH3:2].CCN=C=NCCCN(C)C.C1C=CC2N(O)N=NC=2C=1.CCN(C(C)C)C(C)C.[CH3:47][C:48]([NH2:52])([C:50]#[CH:51])[CH3:49], predict the reaction product. The product is: [C:1]([NH:5][C:6]1[CH:14]=[C:13]([F:15])[C:12]([F:16])=[CH:11][C:7]=1[C:8]([NH:52][C:48]([CH3:49])([C:50]#[CH:51])[CH3:47])=[O:10])([CH3:2])([CH3:3])[CH3:4].